From a dataset of Reaction yield outcomes from USPTO patents with 853,638 reactions. Predict the reaction yield, written as a fraction of the theoretical maximum amount of product (1.0 means a 100% yield; for example, 0.34 means a 34% yield). (1) The reactants are [Br:1][C:2]1[CH:7]=[CH:6][C:5]([C:8](=[O:10])[CH3:9])=[CH:4][C:3]=1[OH:11].Br[CH2:13][CH:14]1[CH2:16][CH2:15]1.C(=O)([O-])[O-].[K+].[K+]. The catalyst is CS(C)=O. The product is [Br:1][C:2]1[CH:7]=[CH:6][C:5]([C:8](=[O:10])[CH3:9])=[CH:4][C:3]=1[O:11][CH2:13][CH:14]1[CH2:16][CH2:15]1. The yield is 0.800. (2) The reactants are [OH:1][C:2]1[CH:7]=[CH:6][C:5]([N+:8]([O-:10])=[O:9])=[CH:4][C:3]=1[C:11](=[O:14])[CH2:12][CH3:13].[H-].[Na+].Br[CH:18]([C:25]1[CH:30]=[CH:29][CH:28]=[CH:27][CH:26]=1)[C:19]1[CH:24]=[CH:23][CH:22]=[CH:21][CH:20]=1.[Cl-].[NH4+]. The catalyst is CN(C=O)C. The product is [CH:18]([O:1][C:2]1[CH:7]=[CH:6][C:5]([N+:8]([O-:10])=[O:9])=[CH:4][C:3]=1[C:11](=[O:14])[CH2:12][CH3:13])([C:19]1[CH:24]=[CH:23][CH:22]=[CH:21][CH:20]=1)[C:25]1[CH:30]=[CH:29][CH:28]=[CH:27][CH:26]=1. The yield is 0.795.